Dataset: Full USPTO retrosynthesis dataset with 1.9M reactions from patents (1976-2016). Task: Predict the reactants needed to synthesize the given product. (1) Given the product [OH:6][CH:4]1[CH2:5][N:2]([C:38](=[O:39])[CH2:37][CH:34]2[S:33][C:32]([C:16]3[NH:17][C:18]4[C:14]([CH:15]=3)=[CH:13][C:12]([O:11][CH2:10][CH2:9][O:8][CH3:7])=[CH:20][C:19]=4[N:21]([CH3:31])[S:22]([C:25]3[CH:30]=[CH:29][CH:28]=[CH:27][N:26]=3)(=[O:23])=[O:24])=[N:36][CH2:35]2)[CH2:3]1, predict the reactants needed to synthesize it. The reactants are: Cl.[NH:2]1[CH2:5][CH:4]([OH:6])[CH2:3]1.[CH3:7][O:8][CH2:9][CH2:10][O:11][C:12]1[CH:13]=[C:14]2[C:18](=[C:19]([N:21]([CH3:31])[S:22]([C:25]3[CH:30]=[CH:29][CH:28]=[CH:27][N:26]=3)(=[O:24])=[O:23])[CH:20]=1)[NH:17][C:16]([C:32]1[S:33][CH:34]([CH2:37][C:38](O)=[O:39])[CH2:35][N:36]=1)=[CH:15]2.N1(O)C2C=CC=CC=2N=N1.Cl.CN(C)CCCN=C=NCC. (2) Given the product [CH:5]1[C:6]2[C:10]3[CH2:11][CH2:12][CH2:13][CH2:14][CH2:15][CH2:16][C:9]=3[O:8][C:7]=2[CH:17]=[CH:18][C:4]=1[NH2:1], predict the reactants needed to synthesize it. The reactants are: [N+:1]([C:4]1[CH:18]=[CH:17][C:7]2[O:8][C:9]3[CH2:16][CH2:15][CH2:14][CH2:13][CH2:12][CH2:11][C:10]=3[C:6]=2[CH:5]=1)([O-])=O. (3) The reactants are: Br[CH2:2][C:3]1[CH:12]=[CH:11][CH:10]=[C:9]2[C:4]=1[CH2:5][CH2:6][N:7]([C:13]1[NH:22][C:21](=[O:23])[C:20]3[C:15](=[CH:16][C:17]([O:26][CH3:27])=[C:18]([O:24][CH3:25])[CH:19]=3)[N:14]=1)[CH2:8]2.[NH:28]1[CH2:33][CH2:32][O:31][CH2:30][CH2:29]1.C(=O)(O)[O-].[Na+].O. Given the product [CH3:25][O:24][C:18]1[CH:19]=[C:20]2[C:15](=[CH:16][C:17]=1[O:26][CH3:27])[N:14]=[C:13]([N:7]1[CH2:6][CH2:5][C:4]3[C:9](=[CH:10][CH:11]=[CH:12][C:3]=3[CH2:2][N:28]3[CH2:33][CH2:32][O:31][CH2:30][CH2:29]3)[CH2:8]1)[NH:22][C:21]2=[O:23], predict the reactants needed to synthesize it. (4) Given the product [CH2:41]([O:33][C:12]1[C:11](=[O:34])[C:10]2[C:15](=[CH:16][CH:17]=[CH:18][C:9]=2[O:8][CH2:1][C:2]2[CH:7]=[CH:6][CH:5]=[CH:4][CH:3]=2)[O:14][C:13]=1[C:19]1[CH:24]=[CH:23][C:22]([O:25][CH2:26][C:27]2[CH:32]=[CH:31][CH:30]=[CH:29][CH:28]=2)=[CH:21][CH:20]=1)[C:42]1[CH:47]=[CH:46][CH:45]=[CH:44][CH:43]=1, predict the reactants needed to synthesize it. The reactants are: [CH2:1]([O:8][C:9]1[CH:18]=[CH:17][CH:16]=[C:15]2[C:10]=1[C:11](=[O:34])[C:12]([OH:33])=[C:13]([C:19]1[CH:24]=[CH:23][C:22]([O:25][CH2:26][C:27]3[CH:32]=[CH:31][CH:30]=[CH:29][CH:28]=3)=[CH:21][CH:20]=1)[O:14]2)[C:2]1[CH:7]=[CH:6][CH:5]=[CH:4][CH:3]=1.C([O-])([O-])=O.[K+].[K+].[CH2:41](Br)[C:42]1[CH:47]=[CH:46][CH:45]=[CH:44][CH:43]=1. (5) Given the product [N:2]1[CH:7]=[CH:6][C:5]([CH2:8][O:9][C:10]2[C:19]3[C:14](=[CH:15][CH:16]=[CH:17][CH:18]=3)[C:13]([NH2:20])=[CH:12][CH:11]=2)=[CH:4][CH:3]=1, predict the reactants needed to synthesize it. The reactants are: Cl.[N:2]1[CH:7]=[CH:6][C:5]([CH2:8][O:9][C:10]2[C:19]3[C:14](=[CH:15][CH:16]=[CH:17][CH:18]=3)[C:13]([NH:20]C(=O)OC(C)(C)C)=[CH:12][CH:11]=2)=[CH:4][CH:3]=1.[OH-].[Na+]. (6) The reactants are: [CH3:1][NH2:2].[Cl:3][C:4]1[CH:13]=[CH:12][C:7]([C:8](=[N:10][OH:11])Cl)=[C:6]([F:14])[C:5]=1[I:15]. Given the product [Cl:3][C:4]1[CH:13]=[CH:12][C:7]([C:8]([NH:2][CH3:1])=[N:10][OH:11])=[C:6]([F:14])[C:5]=1[I:15], predict the reactants needed to synthesize it. (7) Given the product [F:1][C:2]1[CH:3]=[C:4]([CH2:8][CH2:9][C:10]2[CH:19]=[CH:18][C:17]3[C:12](=[CH:13][CH:14]=[CH:15][CH:16]=3)[CH:11]=2)[CH:5]=[CH:6][CH:7]=1, predict the reactants needed to synthesize it. The reactants are: [F:1][C:2]1[CH:3]=[C:4]([CH:8]=[CH:9][C:10]2[CH:19]=[CH:18][C:17]3[C:12](=[CH:13][CH:14]=[CH:15][CH:16]=3)[CH:11]=2)[CH:5]=[CH:6][CH:7]=1. (8) Given the product [CH3:33][O:32][C:25]1[CH:26]=[C:27]([O:30][CH3:31])[CH:28]=[CH:29][C:24]=1[CH2:23][NH:22][C:15]1[CH:16]=[CH:17][C:18]2[NH:19][C:3](=[O:2])[C@:4]([CH3:5])([C:6]3[CH:11]=[CH:10][CH:9]=[CH:8][CH:7]=3)[O:12][C:13]=2[N:14]=1, predict the reactants needed to synthesize it. The reactants are: C[O:2][C:3](=O)[C@@:4]([O:12][C:13]1[C:18]([N+:19]([O-])=O)=[CH:17][CH:16]=[C:15]([NH:22][CH2:23][C:24]2[CH:29]=[CH:28][C:27]([O:30][CH3:31])=[CH:26][C:25]=2[O:32][CH3:33])[N:14]=1)([C:6]1[CH:11]=[CH:10][CH:9]=[CH:8][CH:7]=1)[CH3:5]. (9) Given the product [CH3:1][C:2]1[CH:11]=[CH:10][C:9]2[C:4](=[CH:5][CH:6]=[C:7]3[O:15][CH2:14][CH:13]([CH2:16][N:28]4[CH2:31][CH:30]([CH2:32][C:33]5[C:41]6[C:36](=[CH:37][CH:38]=[C:39]([CH3:42])[CH:40]=6)[NH:35][CH:34]=5)[CH2:29]4)[O:12][C:8]3=2)[N:3]=1, predict the reactants needed to synthesize it. The reactants are: [CH3:1][C:2]1[CH:11]=[CH:10][C:9]2[C:4](=[CH:5][CH:6]=[C:7]3[O:15][CH2:14][C@H:13]([CH2:16]OS(C4C=CC(Br)=CC=4)(=O)=O)[O:12][C:8]3=2)[N:3]=1.[NH:28]1[CH2:31][CH:30]([CH2:32][C:33]2[C:41]3[C:36](=[CH:37][CH:38]=[C:39]([CH3:42])[CH:40]=3)[NH:35][CH:34]=2)[CH2:29]1.